Dataset: Peptide-MHC class I binding affinity with 185,985 pairs from IEDB/IMGT. Task: Regression. Given a peptide amino acid sequence and an MHC pseudo amino acid sequence, predict their binding affinity value. This is MHC class I binding data. (1) The peptide sequence is WEFVNTPPL. The MHC is HLA-B45:01 with pseudo-sequence HLA-B45:01. The binding affinity (normalized) is 0.209. (2) The peptide sequence is NYPASLHKF. The MHC is HLA-A24:03 with pseudo-sequence HLA-A24:03. The binding affinity (normalized) is 0.837. (3) The peptide sequence is YLIPSVTSL. The MHC is HLA-A68:02 with pseudo-sequence HLA-A68:02. The binding affinity (normalized) is 0.0847. (4) The peptide sequence is LAMLVLHQV. The MHC is HLA-A03:01 with pseudo-sequence HLA-A03:01. The binding affinity (normalized) is 0.0847. (5) The peptide sequence is LNCLTLLLSV. The MHC is HLA-A02:03 with pseudo-sequence HLA-A02:03. The binding affinity (normalized) is 0.529.